Task: Predict the reactants needed to synthesize the given product.. Dataset: Full USPTO retrosynthesis dataset with 1.9M reactions from patents (1976-2016) Given the product [ClH:7].[Cl:7][C:8]1[CH:16]=[C:15]([S:17]([CH3:20])(=[O:19])=[O:18])[CH:14]=[CH:13][C:9]=1[CH2:10][NH2:12], predict the reactants needed to synthesize it. The reactants are: B.C1COCC1.[Cl:7][C:8]1[CH:16]=[C:15]([S:17]([CH3:20])(=[O:19])=[O:18])[CH:14]=[CH:13][C:9]=1[C:10]([NH2:12])=O.